This data is from Forward reaction prediction with 1.9M reactions from USPTO patents (1976-2016). The task is: Predict the product of the given reaction. (1) The product is: [C:1]([O:5][C:6](=[O:31])[NH:7][CH:8]1[CH2:13][CH2:12][CH:11]([NH:14][C:15]2[C:16]3[N:17]([C:21]([C:24]4[CH:29]=[CH:28][CH:27]=[C:26]([NH:48][CH:41]([C:42]5[CH:43]=[CH:44][CH:45]=[CH:46][CH:47]=5)[CH2:40][CH2:39][NH:38][C:37]([O:36][C:32]([CH3:35])([CH3:34])[CH3:33])=[O:49])[N:25]=4)=[CH:22][N:23]=3)[CH:18]=[CH:19][N:20]=2)[CH2:10][CH2:9]1)([CH3:4])([CH3:3])[CH3:2]. Given the reactants [C:1]([O:5][C:6](=[O:31])[NH:7][CH:8]1[CH2:13][CH2:12][CH:11]([NH:14][C:15]2[C:16]3[N:17]([C:21]([C:24]4[CH:29]=[CH:28][CH:27]=[C:26](Br)[N:25]=4)=[CH:22][N:23]=3)[CH:18]=[CH:19][N:20]=2)[CH2:10][CH2:9]1)([CH3:4])([CH3:3])[CH3:2].[C:32]([O:36][C:37](=[O:49])[NH:38][CH2:39][CH2:40][CH:41]([NH2:48])[C:42]1[CH:47]=[CH:46][CH:45]=[CH:44][CH:43]=1)([CH3:35])([CH3:34])[CH3:33].CN(C1C(C2C(P(C3CCCCC3)C3CCCCC3)=CC=CC=2)=CC=CC=1)C.C([O-])([O-])=O.[K+].[K+], predict the reaction product. (2) Given the reactants [C:1]([NH:4][NH:5][C:6](=O)[C:7]1[CH:12]=[CH:11][CH:10]=[C:9]([N+:13]([O-:15])=[O:14])[C:8]=1[O:16][CH3:17])(=O)[CH3:2].COC1C=CC(P2(SP(C3C=CC(OC)=CC=3)(=S)S2)=[S:28])=CC=1, predict the reaction product. The product is: [CH3:17][O:16][C:8]1[C:9]([N+:13]([O-:15])=[O:14])=[CH:10][CH:11]=[CH:12][C:7]=1[C:6]1[S:28][C:1]([CH3:2])=[N:4][N:5]=1. (3) The product is: [C:1]([O:4][C@@H:5]1[C@@H:18]([O:19][C:20](=[O:22])[CH3:21])[C@H:17]([O:23][C:24](=[O:26])[CH3:25])[CH2:16][S:15][C@H:6]1[O:7][C:8]1[CH:9]=[N:10][C:11]([C:32]2[CH:31]=[N:30][C:29]([O:28][CH3:27])=[N:34][CH:33]=2)=[CH:12][CH:13]=1)(=[O:3])[CH3:2]. Given the reactants [C:1]([O:4][C@@H:5]1[C@@H:18]([O:19][C:20](=[O:22])[CH3:21])[C@H:17]([O:23][C:24](=[O:26])[CH3:25])[CH2:16][S:15][C@H:6]1[O:7][C:8]1[CH:9]=[N:10][C:11](Br)=[CH:12][CH:13]=1)(=[O:3])[CH3:2].[CH3:27][O:28][C:29]1[N:34]=[CH:33][C:32](B(O)O)=[CH:31][N:30]=1, predict the reaction product. (4) Given the reactants [NH2:1][C:2]1[C:11]2[N:10]=[CH:9][C:8]([CH2:12][CH2:13][C:14]3[CH:19]=[CH:18][C:17]([OH:20])=[CH:16][CH:15]=3)=[CH:7][C:6]=2[C:5]2[CH:21]=[CH:22][C:23]([CH3:25])=[CH:24][C:4]=2[N:3]=1.Br[CH2:27][CH2:28][N:29]1[CH2:34][CH2:33][O:32][CH2:31][CH2:30]1, predict the reaction product. The product is: [CH3:25][C:23]1[CH:22]=[CH:21][C:5]2=[C:6]3[C:11](=[C:2]([NH2:1])[N:3]=[C:4]2[CH:24]=1)[N:10]=[CH:9][C:8]([CH2:12][CH2:13][C:14]1[CH:15]=[CH:16][C:17]([O:20][CH2:27][CH2:28][N:29]2[CH2:34][CH2:33][O:32][CH2:31][CH2:30]2)=[CH:18][CH:19]=1)=[CH:7]3. (5) Given the reactants Cl.[F:2][C:3]1[C:4]([F:27])=[CH:5][C:6]2[O:10][N:9]=[C:8]([CH:11]3[CH2:16][CH2:15][N:14]([CH2:17][CH2:18][C@H:19]4[CH2:24][CH2:23][C@H:22]([NH2:25])[CH2:21][CH2:20]4)[CH2:13][CH2:12]3)[C:7]=2[CH:26]=1.[O:28]1[CH2:33][CH2:32][CH:31]([C:34](O)=[O:35])[CH2:30][CH2:29]1, predict the reaction product. The product is: [F:2][C:3]1[C:4]([F:27])=[CH:5][C:6]2[O:10][N:9]=[C:8]([CH:11]3[CH2:16][CH2:15][N:14]([CH2:17][CH2:18][C@H:19]4[CH2:24][CH2:23][C@H:22]([NH:25][C:34]([CH:31]5[CH2:32][CH2:33][O:28][CH2:29][CH2:30]5)=[O:35])[CH2:21][CH2:20]4)[CH2:13][CH2:12]3)[C:7]=2[CH:26]=1. (6) The product is: [C:3]([C:5]1[CH:10]=[CH:9][C:8]([N:11]([CH2:25][C:26]([F:29])([F:27])[F:28])[CH2:12][CH2:13][S:14][C:15]2[CH:16]=[CH:17][C:18]([N:21]([CH3:35])[C:22](=[O:24])[CH3:23])=[CH:19][CH:20]=2)=[CH:7][C:6]=1[C:30]([F:31])([F:33])[F:32])#[N:4]. Given the reactants [H-].[Na+].[C:3]([C:5]1[CH:10]=[CH:9][C:8]([N:11]([CH2:25][C:26]([F:29])([F:28])[F:27])[CH2:12][CH2:13][S:14][C:15]2[CH:20]=[CH:19][C:18]([NH:21][C:22](=[O:24])[CH3:23])=[CH:17][CH:16]=2)=[CH:7][C:6]=1[C:30]([F:33])([F:32])[F:31])#[N:4].I[CH3:35], predict the reaction product. (7) Given the reactants [N:1]([CH2:4][CH2:5][CH2:6][C:7]#[C:8][C:9]1[CH:14]=[CH:13][C:12]([CH:15]([CH3:24])[CH2:16][NH:17][S:18]([CH:21]([CH3:23])[CH3:22])(=[O:20])=[O:19])=[CH:11][CH:10]=1)=[N+]=[N-].C1C=CC(P(C2C=CC=CC=2)C2C=CC=CC=2)=CC=1.CCOCC.C(Cl)[Cl:50], predict the reaction product. The product is: [ClH:50].[NH2:1][CH2:4][CH2:5][CH2:6][C:7]#[C:8][C:9]1[CH:14]=[CH:13][C:12]([CH:15]([CH3:24])[CH2:16][NH:17][S:18]([CH:21]([CH3:23])[CH3:22])(=[O:20])=[O:19])=[CH:11][CH:10]=1.